Dataset: Catalyst prediction with 721,799 reactions and 888 catalyst types from USPTO. Task: Predict which catalyst facilitates the given reaction. (1) Reactant: S1[CH2:6][CH2:5][CH:4]([CH2:7][CH2:8][OH:9])[CH2:3][CH2:2]1.O[O:11][S:12]([O-:14])=O.[K+]. Product: [OH:9][CH2:8][CH2:7][CH:4]1[CH2:5][CH2:6][S:12](=[O:14])(=[O:11])[CH2:2][CH2:3]1. The catalyst class is: 95. (2) Reactant: ClC1C=CC(C[O:7][C:8]2[N:13]=[C:12]([O:14][C:15]3[CH:16]=[C:17]([C:23]4[CH:28]=[CH:27][CH:26]=[C:25]([CH2:29][NH:30][C:31](=[O:37])[O:32][C:33]([CH3:36])([CH3:35])[CH3:34])[CH:24]=4)[CH:18]=[C:19]([C:21]#[N:22])[CH:20]=3)[C:11]([F:38])=[CH:10][C:9]=2[F:39])=CC=1.B(Br)(Br)Br.O(C(OC(C)(C)C)=O)C(OC(C)(C)C)=O.OS([O-])(=O)=O.[Na+]. Product: [C:21]([C:19]1[CH:18]=[C:17]([C:23]2[CH:28]=[CH:27][CH:26]=[C:25]([CH2:29][NH:30][C:31](=[O:37])[O:32][C:33]([CH3:35])([CH3:34])[CH3:36])[CH:24]=2)[CH:16]=[C:15]([O:14][C:12]2[C:11]([F:38])=[CH:10][C:9]([F:39])=[C:8]([OH:7])[N:13]=2)[CH:20]=1)#[N:22]. The catalyst class is: 2. (3) Reactant: [Cl:1][C:2]1[CH:7]=[CH:6][C:5]([C@@H:8]2[CH2:12][NH:11][CH2:10][C@H:9]2[C:13]([N:15]2[CH2:24][C@@H:23]([N:25]([CH:32]3[CH2:37][CH2:36][C:35]([CH3:39])([CH3:38])[CH2:34][CH2:33]3)[C:26](=[O:31])[C:27]([CH3:30])([CH3:29])[CH3:28])[CH2:22][C@H:16]2[C:17]([N:19]([CH3:21])[CH3:20])=[O:18])=[O:14])=[CH:4][CH:3]=1.C(O[C:43]1(O[Si](C)(C)C)[CH2:45][CH2:44]1)C.C([BH3-])#N.[Na+].C(O)(=O)C. Product: [ClH:1].[Cl:1][C:2]1[CH:7]=[CH:6][C:5]([C@@H:8]2[CH2:12][N:11]([CH:43]3[CH2:45][CH2:44]3)[CH2:10][C@H:9]2[C:13]([N:15]2[CH2:24][CH:23]([N:25]([CH:32]3[CH2:37][CH2:36][C:35]([CH3:39])([CH3:38])[CH2:34][CH2:33]3)[C:26](=[O:31])[C:27]([CH3:30])([CH3:29])[CH3:28])[CH2:22][C@H:16]2[C:17]([N:19]([CH3:21])[CH3:20])=[O:18])=[O:14])=[CH:4][CH:3]=1. The catalyst class is: 26. (4) Reactant: [CH:1]1[CH:6]=[CH:5][C:4]([CH2:7][O:8][CH2:9][C@@H:10]([N:14]([CH2:33][C:34]([OH:36])=[O:35])[CH2:15][CH2:16][N:17]([CH2:29][C:30]([OH:32])=[O:31])[CH2:18][CH2:19][N:20]([CH2:25][C:26]([OH:28])=[O:27])[CH2:21][C:22]([OH:24])=[O:23])[C:11]([OH:13])=[O:12])=[CH:3][CH:2]=1.[NH:37]([CH2:39][C@@H:40]([C@H:42]([C@@H:44]([C@@H:46]([CH2:48][OH:49])[OH:47])[OH:45])[OH:43])[OH:41])[CH3:38]. Product: [CH:1]1[CH:6]=[CH:5][C:4]([CH2:7][O:8][CH2:9][C@@H:10]([N:14]([CH2:33][C:34]([OH:36])=[O:35])[CH2:15][CH2:16][N:17]([CH2:29][C:30]([OH:32])=[O:31])[CH2:18][CH2:19][N:20]([CH2:21][C:22]([OH:24])=[O:23])[CH2:25][C:26]([OH:28])=[O:27])[C:11]([OH:13])=[O:12])=[CH:3][CH:2]=1.[NH:37]([CH2:39][C@@H:40]([C@H:42]([C@@H:44]([C@@H:46]([CH2:48][OH:49])[OH:47])[OH:45])[OH:43])[OH:41])[CH3:38]. The catalyst class is: 6. (5) Reactant: [NH2:1][C@H:2]([CH2:15][OH:16])[C@@H:3]([C:5]1[CH:10]=[CH:9][C:8]([S:11]([CH3:14])(=[O:13])=[O:12])=[CH:7][CH:6]=1)[OH:4].Cl.C(O[C:21]([C:23]1[CH:28]=[CH:27][CH:26]=[CH:25][CH:24]=1)=N)C.C(N(CC)CC)C.O. Product: [CH3:14][S:11]([C:8]1[CH:7]=[CH:6][C:5]([C@H:3]2[O:4][C:21]([C:23]3[CH:28]=[CH:27][CH:26]=[CH:25][CH:24]=3)=[N:1][C@@H:2]2[CH2:15][OH:16])=[CH:10][CH:9]=1)(=[O:13])=[O:12]. The catalyst class is: 26.